The task is: Predict which catalyst facilitates the given reaction.. This data is from Catalyst prediction with 721,799 reactions and 888 catalyst types from USPTO. (1) Reactant: Cl.Cl.[NH2:3][CH2:4][C@@:5]1([OH:13])[CH:10]2[CH2:11][CH2:12][N:7]([CH2:8][CH2:9]2)[CH2:6]1.[C:14]([O-])([O-])=[O:15].[Cs+].[Cs+].[N:20]([C:23]1[CH:28]=[C:27](C2C=CC=C(OC)C=2)[N:26]=[CH:25][N:24]=1)=[C:21]=S.C(N=C=NC(C)C)(C)C. Product: [CH3:14][O:15][C:27]1[N:26]=[CH:25][N:24]=[C:23]([NH:20][C:21]2[O:13][C@:5]3([CH2:4][N:3]=2)[CH:10]2[CH2:9][CH2:8][N:7]([CH2:12][CH2:11]2)[CH2:6]3)[CH:28]=1. The catalyst class is: 9. (2) Reactant: S(S([O-])=O)([O-])=O.[Na+].[Na+].[Cl:9][CH2:10][CH2:11][CH2:12][CH2:13][CH2:14][NH:15][C:16]1[C:21]([N+:22]([O-])=O)=[C:20]([O:25][C:26]2[CH:31]=[CH:30][CH:29]=[CH:28][CH:27]=2)[N:19]=[C:18]([CH3:32])[C:17]=1[CH3:33]. Product: [Cl:9][CH2:10][CH2:11][CH2:12][CH2:13][CH2:14][NH:15][C:16]1[C:17]([CH3:33])=[C:18]([CH3:32])[N:19]=[C:20]([O:25][C:26]2[CH:27]=[CH:28][CH:29]=[CH:30][CH:31]=2)[C:21]=1[NH2:22]. The catalyst class is: 97. (3) Reactant: [Br:1][C:2]1[CH:19]=[CH:18][C:5]([C:6]([C:8]2[CH:16]=[C:15]([Cl:17])[CH:14]=[CH:13][C:9]=2[C:10]([OH:12])=O)=[O:7])=[CH:4][CH:3]=1.[CH3:20][S:21]([C:24]1[CH:36]=[CH:35][C:27]([CH2:28][NH:29][CH2:30][CH:31]([OH:34])[CH2:32][CH3:33])=[CH:26][CH:25]=1)(=[O:23])=[O:22].O.ON1C2C=CC=CC=2N=N1.Cl.C(N=C=NCCCN(C)C)C. Product: [Br:1][C:2]1[CH:3]=[CH:4][C:5]([C:6]([C:8]2[CH:16]=[C:15]([Cl:17])[CH:14]=[CH:13][C:9]=2[C:10]([N:29]([CH2:30][CH:31]([OH:34])[CH2:32][CH3:33])[CH2:28][C:27]2[CH:26]=[CH:25][C:24]([S:21]([CH3:20])(=[O:23])=[O:22])=[CH:36][CH:35]=2)=[O:12])=[O:7])=[CH:18][CH:19]=1. The catalyst class is: 10. (4) Reactant: [Si:1]([O:8][CH2:9][C@H:10]([OH:12])[CH3:11])([C:4]([CH3:7])([CH3:6])[CH3:5])([CH3:3])[CH3:2].O[C:14]1[CH:15]=[C:16]([CH:21]=[C:22]([O:24][CH2:25][C:26]2[CH:31]=[CH:30][CH:29]=[CH:28][CH:27]=2)[CH:23]=1)[C:17]([O:19][CH3:20])=[O:18].C1(P(C2C=CC=CC=2)C2C=CC=CC=2)C=CC=CC=1.CC(OC(/N=N/C(OC(C)C)=O)=O)C. Product: [Si:1]([O:8][CH2:9][C@H:10]([CH3:11])[O:12][C:14]1[CH:15]=[C:16]([CH:21]=[C:22]([O:24][CH2:25][C:26]2[CH:31]=[CH:30][CH:29]=[CH:28][CH:27]=2)[CH:23]=1)[C:17]([O:19][CH3:20])=[O:18])([C:4]([CH3:7])([CH3:6])[CH3:5])([CH3:3])[CH3:2]. The catalyst class is: 1. (5) The catalyst class is: 6. Product: [CH2:11]([S:9][C:4]1[CH:3]=[C:2]([Cl:1])[CH:7]=[C:6]([Cl:8])[CH:5]=1)[CH3:12]. Reactant: [Cl:1][C:2]1[CH:3]=[C:4]([SH:9])[CH:5]=[C:6]([Cl:8])[CH:7]=1.I[CH2:11][CH3:12].C(=O)([O-])[O-].[K+].[K+].C(Cl)Cl. (6) Reactant: [CH:1]1([CH2:6][C:7]2([N:17]([CH3:19])[CH3:18])[CH2:16][CH2:15][C:10]3(OCC[O:11]3)[CH2:9][CH2:8]2)[CH2:5][CH2:4][CH2:3][CH2:2]1. Product: [CH:1]1([CH2:6][C:7]2([N:17]([CH3:18])[CH3:19])[CH2:8][CH2:9][C:10](=[O:11])[CH2:15][CH2:16]2)[CH2:2][CH2:3][CH2:4][CH2:5]1. The catalyst class is: 65.